The task is: Predict the product of the given reaction.. This data is from Forward reaction prediction with 1.9M reactions from USPTO patents (1976-2016). Given the reactants C([O-])([O-])=O.[Cs+].[Cs+].[NH:7]1[CH:11]=[N:10][C:9]([C:12]2[CH:21]=[CH:20][C:15]([C:16]([O:18]C)=[O:17])=[CH:14][CH:13]=2)=[N:8]1.Br[C:23]1[CH:28]=[CH:27][C:26]([O:29][C:30]([F:36])([F:35])[C:31]([F:34])([F:33])[F:32])=[CH:25][CH:24]=1.N1C2C(=CC=CC=2O)C=CC=1, predict the reaction product. The product is: [F:35][C:30]([F:36])([O:29][C:26]1[CH:25]=[CH:24][C:23]([N:7]2[CH:11]=[N:10][C:9]([C:12]3[CH:21]=[CH:20][C:15]([C:16]([OH:18])=[O:17])=[CH:14][CH:13]=3)=[N:8]2)=[CH:28][CH:27]=1)[C:31]([F:32])([F:34])[F:33].